This data is from Reaction yield outcomes from USPTO patents with 853,638 reactions. The task is: Predict the reaction yield, written as a fraction of the theoretical maximum amount of product (1.0 means a 100% yield; for example, 0.34 means a 34% yield). (1) The reactants are [C:1]([NH:8][C@H:9]([C:18](O)=[O:19])[CH2:10][C:11]1[CH:16]=[CH:15][CH:14]=[CH:13][C:12]=1[Cl:17])([O:3][C:4]([CH3:7])([CH3:6])[CH3:5])=[O:2].C(O)(=O)C. The catalyst is C1COCC1.CO. The product is [Cl:17][C:12]1[CH:13]=[CH:14][CH:15]=[CH:16][C:11]=1[CH2:10][C@H:9]([NH:8][C:1](=[O:2])[O:3][C:4]([CH3:7])([CH3:6])[CH3:5])[CH2:18][OH:19]. The yield is 0.750. (2) The yield is 0.760. The catalyst is CO. The reactants are [CH2:1]([O:3][CH:4]([O:34][CH2:35][CH3:36])[C:5]1[CH:10]=[CH:9][C:8]([CH:11]2[CH:20]([C:21]3[CH:26]=[CH:25][C:24]([F:27])=[CH:23][CH:22]=3)[C:19](=O)[C:18]3[C:17]([C:29]([O:31]CC)=O)=[CH:16][CH:15]=[CH:14][C:13]=3[NH:12]2)=[CH:7][CH:6]=1)[CH3:2].O.[NH2:38][NH2:39]. The product is [CH2:1]([O:3][CH:4]([O:34][CH2:35][CH3:36])[C:5]1[CH:6]=[CH:7][C:8]([CH:11]2[NH:12][C:13]3[C:18]4[C:19](=[N:38][NH:39][C:29](=[O:31])[C:17]=4[CH:16]=[CH:15][CH:14]=3)[CH:20]2[C:21]2[CH:26]=[CH:25][C:24]([F:27])=[CH:23][CH:22]=2)=[CH:9][CH:10]=1)[CH3:2]. (3) The reactants are [C:1]([O:5][C:6]([NH:8][C@@H:9]([CH3:14])[C:10]([O:12][CH3:13])=[O:11])=[O:7])([CH3:4])([CH3:3])[CH3:2].[H-].[Na+].[CH2:17](I)[CH3:18]. The catalyst is C1COCC1. The product is [C:1]([O:5][C:6]([N:8]([CH2:17][CH3:18])[C@@H:9]([CH3:14])[C:10]([O:12][CH3:13])=[O:11])=[O:7])([CH3:4])([CH3:3])[CH3:2]. The yield is 0.390. (4) The reactants are [OH:1][C:2]1[C:3](=[O:29])[C:4]([C:18]2[N:22]([C:23]3[CH:28]=[CH:27][CH:26]=[CH:25][CH:24]=3)[N:21]=[CH:20][CH:19]=2)=[N:5][N:6]([C:8]2[CH:13]=[CH:12][CH:11]=[C:10]([C:14]([F:17])([F:16])[F:15])[CH:9]=2)[CH:7]=1.I[CH2:31][CH3:32].C([O-])([O-])=O.[K+].[K+].O. The catalyst is CN(C=O)C. The product is [CH2:31]([O:1][C:2]1[C:3](=[O:29])[C:4]([C:18]2[N:22]([C:23]3[CH:24]=[CH:25][CH:26]=[CH:27][CH:28]=3)[N:21]=[CH:20][CH:19]=2)=[N:5][N:6]([C:8]2[CH:13]=[CH:12][CH:11]=[C:10]([C:14]([F:16])([F:15])[F:17])[CH:9]=2)[CH:7]=1)[CH3:32]. The yield is 0.880. (5) The reactants are [CH3:1][NH:2][C:3]1[C:4]([NH2:12])=[CH:5][C:6]([N+:9]([O-:11])=[O:10])=[CH:7][CH:8]=1.[CH3:13][N:14]=[C:15]=S. No catalyst specified. The product is [CH3:13][NH:14][C:15]1[N:2]([CH3:1])[C:3]2[CH:8]=[CH:7][C:6]([N+:9]([O-:11])=[O:10])=[CH:5][C:4]=2[N:12]=1. The yield is 0.530. (6) The reactants are Br[C:2]1[CH:7]=[CH:6][CH:5]=[CH:4][C:3]=1[CH:8]([O:13][C:14]([CH3:17])([CH3:16])[CH3:15])[C:9]([O:11][CH3:12])=[O:10].C(=O)([O-])[O-].[Na+].[Na+].O.CC1(C)C(C)(C)OB([C:33]2[CH:34]=[C:35]3[C:40](=[CH:41][CH:42]=2)[O:39][CH2:38][CH2:37][CH2:36]3)O1. The catalyst is C1(C)C=CC=CC=1.C(O)C. The product is [C:14]([O:13][CH:8]([C:3]1[CH:4]=[CH:5][CH:6]=[CH:7][C:2]=1[C:33]1[CH:42]=[CH:41][C:40]2[O:39][CH2:38][CH2:37][CH2:36][C:35]=2[CH:34]=1)[C:9]([O:11][CH3:12])=[O:10])([CH3:17])([CH3:16])[CH3:15]. The yield is 0.600. (7) The reactants are ClC(Cl)(O[C:5](=[O:11])OC(Cl)(Cl)Cl)Cl.[C:13]1([CH3:29])[CH:18]=[CH:17][CH:16]=[CH:15][C:14]=1[C@@H:19]1[NH:24][CH2:23][CH2:22][N:21]2[C:25](=[O:28])[CH2:26][CH2:27][C@@H:20]12.[CH2:30]([C:32]1[CH:37]=[C:36]([C:38]([F:41])([F:40])[F:39])[N:35]=[C:34]([C@H:42]([NH:44][CH3:45])[CH3:43])[CH:33]=1)[CH3:31]. The catalyst is CCOC(C)=O.CN(C1C=CN=CC=1)C. The product is [CH2:30]([C:32]1[CH:37]=[C:36]([C:38]([F:41])([F:39])[F:40])[N:35]=[C:34]([C@H:42]([N:44]([CH3:45])[C:5]([N:24]2[CH2:23][CH2:22][N:21]3[C:25](=[O:28])[CH2:26][CH2:27][C@H:20]3[C@@H:19]2[C:14]2[CH:15]=[CH:16][CH:17]=[CH:18][C:13]=2[CH3:29])=[O:11])[CH3:43])[CH:33]=1)[CH3:31]. The yield is 0.310.